Dataset: NCI-60 drug combinations with 297,098 pairs across 59 cell lines. Task: Regression. Given two drug SMILES strings and cell line genomic features, predict the synergy score measuring deviation from expected non-interaction effect. (1) Drug 1: CN(C)N=NC1=C(NC=N1)C(=O)N. Drug 2: COC1=C2C(=CC3=C1OC=C3)C=CC(=O)O2. Cell line: OVCAR-5. Synergy scores: CSS=0.0125, Synergy_ZIP=-0.0883, Synergy_Bliss=-0.882, Synergy_Loewe=-2.71, Synergy_HSA=-2.34. (2) Drug 1: CC12CCC3C(C1CCC2=O)CC(=C)C4=CC(=O)C=CC34C. Drug 2: CC=C1C(=O)NC(C(=O)OC2CC(=O)NC(C(=O)NC(CSSCCC=C2)C(=O)N1)C(C)C)C(C)C. Cell line: IGROV1. Synergy scores: CSS=62.5, Synergy_ZIP=3.71, Synergy_Bliss=3.84, Synergy_Loewe=-30.9, Synergy_HSA=6.51. (3) Drug 1: C1CCC(C1)C(CC#N)N2C=C(C=N2)C3=C4C=CNC4=NC=N3. Drug 2: CN1C(=O)N2C=NC(=C2N=N1)C(=O)N. Cell line: RPMI-8226. Synergy scores: CSS=-12.8, Synergy_ZIP=5.05, Synergy_Bliss=2.63, Synergy_Loewe=-8.84, Synergy_HSA=-6.73. (4) Drug 1: CC12CCC3C(C1CCC2=O)CC(=C)C4=CC(=O)C=CC34C. Drug 2: CC12CCC3C(C1CCC2O)C(CC4=C3C=CC(=C4)O)CCCCCCCCCS(=O)CCCC(C(F)(F)F)(F)F. Cell line: OVCAR-4. Synergy scores: CSS=5.14, Synergy_ZIP=-1.01, Synergy_Bliss=-2.71, Synergy_Loewe=-3.47, Synergy_HSA=-2.86. (5) Drug 1: CC1C(C(CC(O1)OC2CC(CC3=C2C(=C4C(=C3O)C(=O)C5=C(C4=O)C(=CC=C5)OC)O)(C(=O)CO)O)N)O.Cl. Drug 2: CC1C(C(CC(O1)OC2CC(CC3=C2C(=C4C(=C3O)C(=O)C5=CC=CC=C5C4=O)O)(C(=O)C)O)N)O. Cell line: NCI/ADR-RES. Synergy scores: CSS=20.9, Synergy_ZIP=-4.30, Synergy_Bliss=0.306, Synergy_Loewe=-5.46, Synergy_HSA=0.734. (6) Drug 1: C1=CC(=CC=C1CCC2=CNC3=C2C(=O)NC(=N3)N)C(=O)NC(CCC(=O)O)C(=O)O. Drug 2: CC1=C(C=C(C=C1)C(=O)NC2=CC(=CC(=C2)C(F)(F)F)N3C=C(N=C3)C)NC4=NC=CC(=N4)C5=CN=CC=C5. Cell line: MCF7. Synergy scores: CSS=39.1, Synergy_ZIP=6.28, Synergy_Bliss=6.95, Synergy_Loewe=-0.726, Synergy_HSA=6.74. (7) Drug 1: CC(C1=C(C=CC(=C1Cl)F)Cl)OC2=C(N=CC(=C2)C3=CN(N=C3)C4CCNCC4)N. Drug 2: CNC(=O)C1=NC=CC(=C1)OC2=CC=C(C=C2)NC(=O)NC3=CC(=C(C=C3)Cl)C(F)(F)F. Cell line: SF-539. Synergy scores: CSS=12.2, Synergy_ZIP=-6.62, Synergy_Bliss=-3.05, Synergy_Loewe=-3.40, Synergy_HSA=-2.88.